Dataset: Full USPTO retrosynthesis dataset with 1.9M reactions from patents (1976-2016). Task: Predict the reactants needed to synthesize the given product. (1) Given the product [Cl:1][C:2]1[CH:7]=[CH:6][C:5]([C@H:8]2[C@H:13]([O:14][CH2:15][C:16]3[CH:21]=[CH:20][CH:19]=[CH:18][CH:17]=3)[C@@H:12]([O:22][CH2:23][C:24]3[CH:29]=[CH:28][CH:27]=[CH:26][CH:25]=3)[C@H:11]([O:30][CH2:31][C:32]3[CH:37]=[CH:36][CH:35]=[CH:34][CH:33]=3)[C@@H:10]([CH2:38][O:39][CH2:40][C:41]3[CH:46]=[CH:45][CH:44]=[CH:43][CH:42]=3)[O:9]2)=[CH:4][C:3]=1[C:47]1([C:50]([OH:57])=[O:52])[CH2:49][CH2:48]1, predict the reactants needed to synthesize it. The reactants are: [Cl:1][C:2]1[CH:7]=[CH:6][C:5]([C@H:8]2[C@H:13]([O:14][CH2:15][C:16]3[CH:21]=[CH:20][CH:19]=[CH:18][CH:17]=3)[C@@H:12]([O:22][CH2:23][C:24]3[CH:29]=[CH:28][CH:27]=[CH:26][CH:25]=3)[C@H:11]([O:30][CH2:31][C:32]3[CH:37]=[CH:36][CH:35]=[CH:34][CH:33]=3)[C@@H:10]([CH2:38][O:39][CH2:40][C:41]3[CH:46]=[CH:45][CH:44]=[CH:43][CH:42]=3)[O:9]2)=[CH:4][C:3]=1[C:47]1([C:50]#N)[CH2:49][CH2:48]1.[OH-:52].[Na+].CCO.[OH2:57]. (2) Given the product [CH3:8][CH:7]([N:9]1[C:13]([CH3:14])=[C:12]([CH2:15][C:16]2[CH:21]=[CH:20][C:19]([O:22][CH3:23])=[CH:18][C:17]=2[F:24])[C:11](=[O:25])[NH:10]1)[CH3:6], predict the reactants needed to synthesize it. The reactants are: CS(O)(=O)=O.[CH3:6][CH:7]([N:9]1[C:13]([CH3:14])=[C:12]([CH2:15][C:16]2[CH:21]=[CH:20][C:19]([O:22][CH3:23])=[CH:18][C:17]=2[F:24])[C:11](=[O:25])[NH:10]1)[CH3:8].[OH-].[Na+].